This data is from Reaction yield outcomes from USPTO patents with 853,638 reactions. The task is: Predict the reaction yield, written as a fraction of the theoretical maximum amount of product (1.0 means a 100% yield; for example, 0.34 means a 34% yield). (1) The reactants are [F:1][C:2]1[CH:24]=[C:23]([F:25])[CH:22]=[CH:21][C:3]=1[CH2:4][N:5]1[C:9]([CH2:10][CH2:11][C:12]([O:14]CC)=[O:13])=[CH:8][C:7]([O:17][CH:18]([CH3:20])[CH3:19])=[N:6]1.[OH-].[Na+].O1CCCC1.Cl. The catalyst is C(O)C. The product is [F:1][C:2]1[CH:24]=[C:23]([F:25])[CH:22]=[CH:21][C:3]=1[CH2:4][N:5]1[C:9]([CH2:10][CH2:11][C:12]([OH:14])=[O:13])=[CH:8][C:7]([O:17][CH:18]([CH3:19])[CH3:20])=[N:6]1. The yield is 0.950. (2) The reactants are CC1(C)C(C)(C)OB(C2C=C(N3[C:23]4=N[C:25]5[CH:30]=[CH:29][CH:28]=[CH:27][C:26]=5[N:22]4[C:17]4[CH:18]=[CH:19][CH:20]=[CH:21][C:16]3=4)C=CC=2)O1. The catalyst is O1CCOCC1.[OH-].[Na+]. The product is [CH:28]1[C:29]2[NH:22][C:17]3[C:16](=[CH:21][CH:20]=[CH:19][CH:18]=3)[C:30]=2[CH:25]=[C:26]([N:22]2[C:17]3[CH:18]=[CH:19][CH:20]=[CH:21][C:16]=3[C:29]3[C:23]2=[CH:27][CH:26]=[CH:25][CH:30]=3)[CH:27]=1. The yield is 0.260. (3) The product is [F:1][C:2]1[CH:7]=[CH:6][C:5]([C:8]2[CH:13]=[CH:12][N:11]([C:18]3[CH:19]=[CH:20][C:21]4[C:22]5[CH2:31][N:30]([C:32]([O:34][C:35]([CH3:38])([CH3:37])[CH3:36])=[O:33])[CH2:29][CH2:28][C:23]=5[N:24]([CH3:27])[C:25]=4[CH:26]=3)[C:10](=[O:14])[CH:9]=2)=[C:4]([O:15][CH3:16])[CH:3]=1. The yield is 0.460. The reactants are [F:1][C:2]1[CH:7]=[CH:6][C:5]([C:8]2[CH:13]=[CH:12][NH:11][C:10](=[O:14])[CH:9]=2)=[C:4]([O:15][CH3:16])[CH:3]=1.Br[C:18]1[CH:19]=[CH:20][C:21]2[C:22]3[CH2:31][N:30]([C:32]([O:34][C:35]([CH3:38])([CH3:37])[CH3:36])=[O:33])[CH2:29][CH2:28][C:23]=3[N:24]([CH3:27])[C:25]=2[CH:26]=1. No catalyst specified. (4) The catalyst is C1(C)C=CC=CC=1.C(OCC)(=O)C. The yield is 0.760. The product is [Cl:27][C:28]1[CH:29]=[C:30]([C:35]2[C:43]([C:44]([NH2:46])=[O:45])=[C:38]3[CH2:39][N:40]([C:51]([NH:24][C:3]([CH3:7])([CH3:8])[CH:2]([F:1])[F:9])=[O:50])[CH2:41][CH2:42][N:37]3[N:36]=2)[CH:31]=[CH:32][C:33]=1[Cl:34]. The reactants are [F:1][CH:2]([F:9])[C:3]([CH3:8])([CH3:7])C(O)=O.C1C=CC(P([N:24]=[N+]=[N-])(C2C=CC=CC=2)=O)=CC=1.[Cl:27][C:28]1[CH:29]=[C:30]([C:35]2[C:43]([C:44]([NH2:46])=[O:45])=[C:38]3[CH2:39][NH:40][CH2:41][CH2:42][N:37]3[N:36]=2)[CH:31]=[CH:32][C:33]=1[Cl:34].C1[CH2:51][O:50]CC1. (5) The yield is 0.530. The reactants are [F:1][C:2]1[CH:3]=[C:4]([C:27]2[CH:32]=[CH:31][CH:30]=[CH:29][C:28]=2[C:33]2[NH:37][C:36](=[O:38])[O:35][N:34]=2)[CH:5]=[CH:6][C:7]=1[CH2:8][C:9]1[C:10](=[O:26])[N:11]([CH2:19][CH:20]([OH:25])[C:21]([CH3:24])([CH3:23])[CH3:22])[C:12]([CH3:18])=[N:13][C:14]=1[CH2:15][CH2:16][CH3:17].CC(OI1(OC(C)=O)(OC(C)=O)OC(=O)C2C1=CC=CC=2)=O.C(=O)([O-])O.[Na+].O.O.O.O.O.S([O-])([O-])(=O)=S.[Na+].[Na+]. The product is [CH3:23][C:21]([CH3:22])([CH3:24])[C:20](=[O:25])[CH2:19][N:11]1[C:10](=[O:26])[C:9]([CH2:8][C:7]2[CH:6]=[CH:5][C:4]([C:27]3[CH:32]=[CH:31][CH:30]=[CH:29][C:28]=3[C:33]3[NH:37][C:36](=[O:38])[O:35][N:34]=3)=[CH:3][C:2]=2[F:1])=[C:14]([CH2:15][CH2:16][CH3:17])[N:13]=[C:12]1[CH3:18]. The catalyst is C(Cl)(Cl)Cl.C(Cl)Cl. (6) The reactants are BrN1C(=O)CCC1=O.[Cl:9][C:10]1[N:15]=[C:14](/[CH:16]=[CH:17]/OCC)[C:13]([O:21][CH3:22])=[CH:12][N:11]=1.O.[NH2:24][C:25]1[CH:30]=[CH:29][CH:28]=[CH:27][N:26]=1. The catalyst is O1CCOCC1.CCOC(C)=O.C(=O)(O)[O-].[Na+]. The product is [Cl:9][C:10]1[N:15]=[C:14]([C:16]2[N:26]3[CH:27]=[CH:28][CH:29]=[CH:30][C:25]3=[N:24][CH:17]=2)[C:13]([O:21][CH3:22])=[CH:12][N:11]=1. The yield is 0.420. (7) The reactants are C[O:2][C:3](=[O:27])[CH2:4][O:5][C:6]1[C:14]2[C:9](=[CH:10][CH:11]=[C:12]([Br:15])[CH:13]=2)[N:8]([S:16]([C:19]2[CH:24]=[CH:23][C:22]([O:25][CH3:26])=[CH:21][CH:20]=2)(=[O:18])=[O:17])[CH:7]=1.[OH-].[Li+].C(OCC)(=O)C.Cl. The catalyst is C1COCC1. The product is [Br:15][C:12]1[CH:13]=[C:14]2[C:9](=[CH:10][CH:11]=1)[N:8]([S:16]([C:19]1[CH:20]=[CH:21][C:22]([O:25][CH3:26])=[CH:23][CH:24]=1)(=[O:17])=[O:18])[CH:7]=[C:6]2[O:5][CH2:4][C:3]([OH:27])=[O:2]. The yield is 0.900. (8) The reactants are [F:1][C:2]1[CH:18]=[C:17]([F:19])[CH:16]=[CH:15][C:3]=1[O:4][C:5]1[CH:14]=[CH:13][C:8]([C:9]([O:11]C)=[O:10])=[CH:7][CH:6]=1.O.[OH-].[Na+]. The catalyst is CO. The product is [F:1][C:2]1[CH:18]=[C:17]([F:19])[CH:16]=[CH:15][C:3]=1[O:4][C:5]1[CH:6]=[CH:7][C:8]([C:9]([OH:11])=[O:10])=[CH:13][CH:14]=1. The yield is 0.915. (9) The reactants are [C:1]([O:5][C:6]([N:8]1[C@@H:12]([CH3:13])[C@H:11]([F:14])[CH2:10][C@H:9]1[C:15]([OH:17])=O)=[O:7])([CH3:4])([CH3:3])[CH3:2].CCN=C=NCCCN(C)C.C1C=CC2N(O)N=NC=2C=1.C(N(CC)CC)C.[Cl:46][C:47]1[C:48]([CH2:62][NH2:63])=[CH:49][C:50]([C:53]2[S:57][C:56]([C:58]([F:61])([F:60])[F:59])=[N:55][CH:54]=2)=[N:51][CH:52]=1. The catalyst is CN(C)C=O.C(OCC)(=O)C. The product is [Cl:46][C:47]1[C:48]([CH2:62][NH:63][C:15]([C@H:9]2[N:8]([C:6]([O:5][C:1]([CH3:2])([CH3:3])[CH3:4])=[O:7])[C@@H:12]([CH3:13])[C@H:11]([F:14])[CH2:10]2)=[O:17])=[CH:49][C:50]([C:53]2[S:57][C:56]([C:58]([F:60])([F:61])[F:59])=[N:55][CH:54]=2)=[N:51][CH:52]=1. The yield is 0.440.